Dataset: Forward reaction prediction with 1.9M reactions from USPTO patents (1976-2016). Task: Predict the product of the given reaction. (1) Given the reactants [C:1]([O:9][CH2:10][CH3:11])(=[O:8])[CH2:2][C:3]([O:5][CH2:6][CH3:7])=[O:4].CC[O-].[Na+].[F:16][C:17]1[CH:22]=[C:21]([F:23])[CH:20]=[C:19]([F:24])[C:18]=1Br.Cl, predict the reaction product. The product is: [F:16][C:17]1[CH:22]=[C:21]([F:23])[CH:20]=[C:19]([F:24])[C:18]=1[CH:2]([C:3]([O:5][CH2:6][CH3:7])=[O:4])[C:1]([O:9][CH2:10][CH3:11])=[O:8]. (2) The product is: [CH2:3]([P:21](=[O:22])([O-:24])[O-:23])[CH2:4][CH2:5][CH2:6][CH2:7][CH2:8][CH2:9][CH2:10][CH2:11][CH2:12][CH2:13][CH2:14][CH2:15][CH2:16][CH2:17][CH2:18][CH2:19][CH3:20].[K+:2].[K+:2]. Given the reactants [OH-].[K+:2].[CH2:3]([P:21](=[O:24])([OH:23])[OH:22])[CH2:4][CH2:5][CH2:6][CH2:7][CH2:8][CH2:9][CH2:10][CH2:11][CH2:12][CH2:13][CH2:14][CH2:15][CH2:16][CH2:17][CH2:18][CH2:19][CH3:20], predict the reaction product. (3) Given the reactants Br[C:2]1[CH:3]=[C:4]([C:8]2([C:19]3[CH:24]=[CH:23][N:22]=[CH:21][CH:20]=3)[C:16]3[C:11](=[C:12]([F:17])[CH:13]=[CH:14][CH:15]=3)[C:10]([NH2:18])=[N:9]2)[CH:5]=[CH:6][CH:7]=1.[F:25][C:26]1[CH:27]=[N:28][CH:29]=[C:30](B2OC(C)(C)C(C)(C)O2)[CH:31]=1, predict the reaction product. The product is: [F:17][C:12]1[CH:13]=[CH:14][CH:15]=[C:16]2[C:11]=1[C:10]([NH2:18])=[N:9][C:8]2([C:4]1[CH:5]=[CH:6][CH:7]=[C:2]([C:30]2[CH:29]=[N:28][CH:27]=[C:26]([F:25])[CH:31]=2)[CH:3]=1)[C:19]1[CH:24]=[CH:23][N:22]=[CH:21][CH:20]=1. (4) Given the reactants F[C:2]1[CH:7]=[CH:6][C:5]([NH:8][C:9](=[O:12])[O:10][CH3:11])=[CH:4][C:3]=1[N+:13]([O-:15])=[O:14].[NH2:16][CH2:17][CH:18]1[CH2:23][CH2:22][O:21][CH2:20][CH2:19]1, predict the reaction product. The product is: [N+:13]([C:3]1[CH:4]=[C:5]([NH:8][C:9](=[O:12])[O:10][CH3:11])[CH:6]=[CH:7][C:2]=1[NH:16][CH2:17][CH:18]1[CH2:23][CH2:22][O:21][CH2:20][CH2:19]1)([O-:15])=[O:14].